This data is from Orexin1 receptor HTS with 218,158 compounds and 233 confirmed actives. The task is: Binary Classification. Given a drug SMILES string, predict its activity (active/inactive) in a high-throughput screening assay against a specified biological target. (1) The drug is Clc1c(C(=O)COC(=O)CNC(=O)CNC(=O)Cc2ccccc2)cccc1. The result is 0 (inactive). (2) The molecule is s1c2c(nc1c1nc(sc1)NC(=O)c1occc1)cccc2. The result is 0 (inactive). (3) The molecule is S(CC(=O)C(C)(C)C)c1n(Cc2occc2)c(nn1)COc1ccc(cc1)C. The result is 0 (inactive). (4) The result is 0 (inactive). The compound is Fc1c(NN\C(=C2\C(=O)C=C(OC)C=C2)C)ccc(F)c1. (5) The molecule is O1C=2CC(CC(=O)C2C(C(=C1N)C#N)c1c([N+]([O-])=O)cc(OC)c(OC)c1)(C)C. The result is 0 (inactive). (6) The result is 0 (inactive). The compound is Fc1ccc(C2(O)CC3N(C(C2)CC3)C(=O)c2cccnc2)cc1. (7) The compound is O=C(N1CC(CC(C1)C)C)C1CN(C(=O)C1)Cc1ccc(cc1)C. The result is 0 (inactive). (8) The molecule is O=C(Nc1c(c2c(NC(=O)/C=C\C(O)=O)cccc2)cccc1)/C=C\C(O)=O. The result is 0 (inactive).